Regression. Given two drug SMILES strings and cell line genomic features, predict the synergy score measuring deviation from expected non-interaction effect. From a dataset of Merck oncology drug combination screen with 23,052 pairs across 39 cell lines. (1) Drug 1: N#Cc1ccc(Cn2cncc2CN2CCN(c3cccc(Cl)c3)C(=O)C2)cc1. Drug 2: C=CCn1c(=O)c2cnc(Nc3ccc(N4CCN(C)CC4)cc3)nc2n1-c1cccc(C(C)(C)O)n1. Cell line: T47D. Synergy scores: synergy=-7.37. (2) Cell line: NCIH460. Drug 2: Cn1c(=O)n(-c2ccc(C(C)(C)C#N)cc2)c2c3cc(-c4cnc5ccccc5c4)ccc3ncc21. Synergy scores: synergy=23.6. Drug 1: Cn1nnc2c(C(N)=O)ncn2c1=O. (3) Drug 1: CN1C(=O)C=CC2(C)C3CCC4(C)C(NC(=O)OCC(F)(F)F)CCC4C3CCC12. Drug 2: COC12C(COC(N)=O)C3=C(C(=O)C(C)=C(N)C3=O)N1CC1NC12. Cell line: MDAMB436. Synergy scores: synergy=7.09.